This data is from Reaction yield outcomes from USPTO patents with 853,638 reactions. The task is: Predict the reaction yield, written as a fraction of the theoretical maximum amount of product (1.0 means a 100% yield; for example, 0.34 means a 34% yield). (1) The reactants are [CH3:1][O:2][C:3]1[CH:4]=[C:5]2[C:10](=[CH:11][C:12]=1[O:13][CH3:14])[N:9]=[CH:8][N:7]=[C:6]2[O:15][C:16]1[CH:22]=[CH:21][C:19]([NH2:20])=[CH:18][CH:17]=1.ClC(Cl)(O[C:27](=[O:33])OC(Cl)(Cl)Cl)Cl.Cl.[CH2:36]([NH2:39])[C:37]#[CH:38].CO. The catalyst is C(Cl)(Cl)Cl.C(N(CC)CC)C. The product is [CH3:1][O:2][C:3]1[CH:4]=[C:5]2[C:10](=[CH:11][C:12]=1[O:13][CH3:14])[N:9]=[CH:8][N:7]=[C:6]2[O:15][C:16]1[CH:22]=[CH:21][C:19]([NH:20][C:27]([NH:39][CH2:36][C:37]#[CH:38])=[O:33])=[CH:18][CH:17]=1. The yield is 0.410. (2) The reactants are [CH3:1][C:2]1[N:3]([CH2:7][O:8][CH2:9][CH2:10][Si:11]([CH3:14])([CH3:13])[CH3:12])[CH:4]=[CH:5][N:6]=1.C([Li])CCC.[O:20]=[C:21]1[CH2:24][N:23](C(OC(C)(C)C)=O)[CH2:22]1. The yield is 0.410. The catalyst is O1CCCC1. The product is [CH3:14][Si:11]([CH3:13])([CH3:12])[CH2:10][CH2:9][O:8][CH2:7][N:3]1[CH:4]=[CH:5][N:6]=[C:2]1[CH2:1][C:21]1([OH:20])[CH2:24][NH:23][CH2:22]1.